Dataset: Reaction yield outcomes from USPTO patents with 853,638 reactions. Task: Predict the reaction yield, written as a fraction of the theoretical maximum amount of product (1.0 means a 100% yield; for example, 0.34 means a 34% yield). (1) The reactants are [NH:1]1[C:9]2[C:4](=[CH:5][CH:6]=[CH:7][CH:8]=2)[C:3]([CH:10]=[O:11])=[CH:2]1.[H-].[Na+].[CH2:14](Br)[C:15]1[CH:20]=[CH:19][CH:18]=[CH:17][CH:16]=1. The catalyst is O1CCCC1. The product is [CH2:14]([N:1]1[C:9]2[C:4](=[CH:5][CH:6]=[CH:7][CH:8]=2)[C:3]([CH:10]=[O:11])=[CH:2]1)[C:15]1[CH:20]=[CH:19][CH:18]=[CH:17][CH:16]=1. The yield is 0.960. (2) The product is [F:34][C:2]([F:1])([F:35])[C:3]1[CH:4]=[CH:5][C:6]([O:7][CH2:8][CH:9]2[CH2:14][CH2:13][CH2:12][N:11]([CH2:15][CH:16]([C:18]3([C:22]4[CH:23]=[CH:24][C:25]([C:28]([F:31])([F:29])[F:30])=[CH:26][CH:27]=4)[CH2:21][CH2:20][CH2:19]3)[OH:17])[CH2:10]2)=[CH:32][CH:33]=1. The reactants are [F:1][C:2]([F:35])([F:34])[C:3]1[CH:33]=[CH:32][C:6]([O:7][CH2:8][CH:9]2[CH2:14][CH2:13][CH2:12][N:11]([CH2:15][C:16]([C:18]3([C:22]4[CH:27]=[CH:26][C:25]([C:28]([F:31])([F:30])[F:29])=[CH:24][CH:23]=4)[CH2:21][CH2:20][CH2:19]3)=[O:17])[CH2:10]2)=[CH:5][CH:4]=1.[BH4-].[Na+].O. The catalyst is CO. The yield is 0.670. (3) The reactants are [C:1](OC)(=[O:3])C.[C:6](#[N:14])[CH2:7][CH2:8][CH2:9][CH2:10][CH2:11][CH2:12][CH3:13].[ClH:15].CC1CCCCC1. The catalyst is CO. The product is [ClH:15].[C:6](=[NH:14])([O:3][CH3:1])[CH2:7][CH2:8][CH2:9][CH2:10][CH2:11][CH2:12][CH3:13]. The yield is 0.934. (4) The reactants are OC(C(F)(F)F)=O.[CH2:8]1[C:11]2([CH2:15][CH2:14][CH2:13][NH:12]2)[CH2:10][O:9]1.[F:16][CH:17]([F:46])[C:18]1[CH:23]=[CH:22][C:21]([C:24]2[O:28][C:27]([C:29]([N:31]3[CH2:34][CH:33]([O:35][C:36]4[CH:43]=[CH:42][C:39]([CH:40]=O)=[C:38]([O:44][CH3:45])[CH:37]=4)[CH2:32]3)=[O:30])=[N:26][N:25]=2)=[CH:20][CH:19]=1.C(N(CC)CC)C.[Na]. The catalyst is ClCCl. The product is [CH2:10]1[C:11]2([CH2:15][CH2:14][CH2:13][N:12]2[CH2:40][C:39]2[CH:42]=[CH:43][C:36]([O:35][CH:33]3[CH2:34][N:31]([C:29]([C:27]4[O:28][C:24]([C:21]5[CH:20]=[CH:19][C:18]([CH:17]([F:46])[F:16])=[CH:23][CH:22]=5)=[N:25][N:26]=4)=[O:30])[CH2:32]3)=[CH:37][C:38]=2[O:44][CH3:45])[CH2:8][O:9]1. The yield is 0.670. (5) The reactants are [Cl-].[Br:2][C:3]1[CH:8]=[CH:7][C:6]([CH2:9][NH3+:10])=[CH:5][CH:4]=1.[OH-].[Na+].[C:13](Cl)(=[O:22])[O:14][CH2:15][C:16]1[CH:21]=[CH:20][CH:19]=[CH:18][CH:17]=1. The catalyst is O1CCCC1.O.[Cl-].[Na+].O. The product is [Br:2][C:3]1[CH:8]=[CH:7][C:6]([CH2:9][NH:10][C:13](=[O:22])[O:14][CH2:15][C:16]2[CH:21]=[CH:20][CH:19]=[CH:18][CH:17]=2)=[CH:5][CH:4]=1. The yield is 0.970. (6) The reactants are [CH3:1][S:2][C:3]1[C:4]2[N:5]([CH:9]=[CH:10][N:11]=2)[CH:6]=[CH:7][N:8]=1.[Br-:12].[K+].C([O-])(=O)C.[Na+].BrBr. The catalyst is ClCCl.O.CO. The product is [Br:12][C:9]1[N:5]2[CH:6]=[CH:7][N:8]=[C:3]([S:2][CH3:1])[C:4]2=[N:11][CH:10]=1. The yield is 0.800. (7) The reactants are [N+:1]([C:4]1[CH:9]=[CH:8][CH:7]=[CH:6][C:5]=1[C:10]1[N:11]=[C:12]([NH2:15])[S:13][CH:14]=1)([O-:3])=[O:2].Br[CH2:17][C:18](=O)[C:19]([O:21][CH2:22][CH3:23])=[O:20]. The catalyst is C(C(C)=O)C. The product is [CH2:22]([O:21][C:19]([C:18]1[N:15]=[C:12]2[N:11]([CH:17]=1)[C:10]([C:5]1[CH:6]=[CH:7][CH:8]=[CH:9][C:4]=1[N+:1]([O-:3])=[O:2])=[CH:14][S:13]2)=[O:20])[CH3:23]. The yield is 0.520. (8) The reactants are [NH2:1][C:2]1[C:11]2[C:6](=[C:7](Br)[CH:8]=[CH:9][CH:10]=2)[N:5]=[N:4][C:3]=1[C:13]([NH:15][CH2:16][CH2:17][CH3:18])=[O:14].[F:19][C:20]1[CH:21]=[C:22](B(O)O)[CH:23]=[C:24]([F:26])[CH:25]=1. The catalyst is [Pd](Cl)Cl.C1(P(C2C=CC=CC=2)C2C=CC=CC=2)C=CC=CC=1.C1(P(C2C=CC=CC=2)C2C=CC=CC=2)C=CC=CC=1. The product is [NH2:1][C:2]1[C:11]2[C:6](=[C:7]([C:22]3[CH:21]=[C:20]([F:19])[CH:25]=[C:24]([F:26])[CH:23]=3)[CH:8]=[CH:9][CH:10]=2)[N:5]=[N:4][C:3]=1[C:13]([NH:15][CH2:16][CH2:17][CH3:18])=[O:14]. The yield is 0.897.